Dataset: CYP2C19 inhibition data for predicting drug metabolism from PubChem BioAssay. Task: Regression/Classification. Given a drug SMILES string, predict its absorption, distribution, metabolism, or excretion properties. Task type varies by dataset: regression for continuous measurements (e.g., permeability, clearance, half-life) or binary classification for categorical outcomes (e.g., BBB penetration, CYP inhibition). Dataset: cyp2c19_veith. (1) The drug is O=C(O)/C=C\C(=O)Nc1ccccn1. The result is 0 (non-inhibitor). (2) The drug is CCCCn1c(N)c(C(=O)NCc2cccs2)c2nc3ccccc3nc21. The result is 1 (inhibitor). (3) The drug is CC[C@@]1(O)C(=O)COc2c1cc1n(c2=O)Cc2c-1nc1cccc(C(C)C)c1c2[Si](C)(C)C. The result is 0 (non-inhibitor). (4) The molecule is COc1ccc(C2/C(=C(/O)c3ccccc3)C(=O)C(=O)N2c2ccccn2)c(OC)c1. The result is 0 (non-inhibitor).